This data is from Forward reaction prediction with 1.9M reactions from USPTO patents (1976-2016). The task is: Predict the product of the given reaction. The product is: [C:21]([C:25]1[CH:26]=[CH:27][C:28]([C:4]2[CH:5]=[CH:6][CH:7]=[C:2]([F:1])[CH:3]=2)=[C:29]([N+:31]([O-:33])=[O:32])[CH:30]=1)([CH3:24])([CH3:22])[CH3:23]. Given the reactants [F:1][C:2]1[CH:3]=[C:4](B(O)O)[CH:5]=[CH:6][CH:7]=1.[K+].[Br-].[O-]P([O-])([O-])=O.[K+].[K+].[K+].[C:21]([C:25]1[CH:26]=[CH:27][C:28](OS(C(F)(F)F)(=O)=O)=[C:29]([N+:31]([O-:33])=[O:32])[CH:30]=1)([CH3:24])([CH3:23])[CH3:22].[NH4+].[Cl-], predict the reaction product.